This data is from Catalyst prediction with 721,799 reactions and 888 catalyst types from USPTO. The task is: Predict which catalyst facilitates the given reaction. (1) Reactant: [C:1]([O:5][C:6]([N:8]1[CH2:13][CH2:12][CH:11]([C:14]2[N:15]([CH2:27][CH2:28][OH:29])[CH:16]=[C:17]([C:19]3[CH:24]=[CH:23][C:22]([F:25])=[C:21]([Cl:26])[CH:20]=3)[N:18]=2)[CH2:10][CH2:9]1)=[O:7])([CH3:4])([CH3:3])[CH3:2].[CH3:30][S:31](Cl)(=[O:33])=[O:32]. Product: [C:1]([O:5][C:6]([N:8]1[CH2:13][CH2:12][CH:11]([C:14]2[N:15]([CH2:27][CH2:28][O:29][S:31]([CH3:30])(=[O:33])=[O:32])[CH:16]=[C:17]([C:19]3[CH:24]=[CH:23][C:22]([F:25])=[C:21]([Cl:26])[CH:20]=3)[N:18]=2)[CH2:10][CH2:9]1)=[O:7])([CH3:4])([CH3:3])[CH3:2]. The catalyst class is: 2. (2) Reactant: [CH2:1]([N:3]([CH2:6][C:7]1[CH:12]=[CH:11][C:10]([CH:13]2[CH:22]([C:23]3[CH:28]=[CH:27][C:26]([CH3:29])=[CH:25][CH:24]=3)[C:21](=O)[C:20]3[C:19]([C:31](OCC)=[O:32])=[CH:18][CH:17]=[CH:16][C:15]=3[NH:14]2)=[CH:9][CH:8]=1)[CH2:4][CH3:5])[CH3:2].O.[NH2:37][NH2:38]. Product: [CH2:4]([N:3]([CH2:6][C:7]1[CH:12]=[CH:11][C:10]([CH:13]2[NH:14][C:15]3[C:20]4[C:21](=[N:37][NH:38][C:31](=[O:32])[C:19]=4[CH:18]=[CH:17][CH:16]=3)[CH:22]2[C:23]2[CH:24]=[CH:25][C:26]([CH3:29])=[CH:27][CH:28]=2)=[CH:9][CH:8]=1)[CH2:1][CH3:2])[CH3:5]. The catalyst class is: 5. (3) Reactant: [F:1][C:2]1[CH:3]=[C:4]([CH:7]=[CH:8][C:9]=1[C:10]([F:13])([F:12])[F:11])[CH:5]=O.[CH3:14][C@H:15]1[CH2:20][NH:19][CH2:18][C@@H:17]([CH3:21])[NH:16]1.C(O[BH-](OC(=O)C)OC(=O)C)(=O)C.[Na+]. The catalyst class is: 4. Product: [F:1][C:2]1[CH:3]=[C:4]([CH:7]=[CH:8][C:9]=1[C:10]([F:13])([F:12])[F:11])[CH2:5][N:19]1[CH2:18][C@H:17]([CH3:21])[NH:16][C@H:15]([CH3:14])[CH2:20]1.